From a dataset of Forward reaction prediction with 1.9M reactions from USPTO patents (1976-2016). Predict the product of the given reaction. Given the reactants Cl[C:2]1[CH:11]=[CH:10][C:5]([C:6]([O:8][CH3:9])=[O:7])=[CH:4][N:3]=1.[C:12]([C:14]1[CH:19]=[CH:18][CH:17]=[CH:16][C:15]=1B(O)O)#[N:13].C(=O)([O-])[O-].[K+].[K+], predict the reaction product. The product is: [C:12]([C:14]1[CH:19]=[CH:18][CH:17]=[CH:16][C:15]=1[C:2]1[CH:11]=[CH:10][C:5]([C:6]([O:8][CH3:9])=[O:7])=[CH:4][N:3]=1)#[N:13].